Predict the reactants needed to synthesize the given product. From a dataset of Full USPTO retrosynthesis dataset with 1.9M reactions from patents (1976-2016). (1) The reactants are: Cl.Cl[CH2:3][CH2:4][N:5]([CH2:7][CH2:8]Cl)[CH3:6].C(=O)([O-])[O-].[Na+].[Na+].[Br:16][C:17]1[CH:18]=[N:19][C:20]2[C:25]([CH:26]=1)=[CH:24][CH:23]=[CH:22][C:21]=2[NH2:27]. Given the product [Br:16][C:17]1[CH:18]=[N:19][C:20]2[C:25]([CH:26]=1)=[CH:24][CH:23]=[CH:22][C:21]=2[N:27]1[CH2:8][CH2:7][N:5]([CH3:6])[CH2:4][CH2:3]1, predict the reactants needed to synthesize it. (2) Given the product [CH2:24]([O:23][C:21]([CH2:20][N:12]1[C:13]2[CH2:1][CH2:2][CH:3]([C:14]([OH:16])=[O:15])[CH2:4][C:5]=2[C:6]2[C:11]1=[CH:10][CH:9]=[CH:8][CH:7]=2)=[O:22])[CH3:25], predict the reactants needed to synthesize it. The reactants are: [CH2:1]1[C:13]2[NH:12][C:11]3[C:6](=[CH:7][CH:8]=[CH:9][CH:10]=3)[C:5]=2[CH2:4][CH:3]([C:14]([OH:16])=[O:15])[CH2:2]1.[H-].[Na+].Br[CH2:20][C:21]([O:23][CH2:24][CH3:25])=[O:22].OP([O-])(O)=O.[K+]. (3) Given the product [N+:30]([C:25]1[CH:24]([CH3:33])[CH:22]2[CH2:23][C:19]([NH:39][C:48]([N:15]3[CH2:16][CH2:17][N:12]([C:9]4[CH:8]=[CH:7][C:6]([C:5]5[NH:1][N:2]=[CH:3][CH:4]=5)=[CH:11][CH:10]=4)[CH2:13][CH2:14]3)=[O:50])([CH3:34])[O:20][C:21]2=[C:27]([CH3:28])[C:26]=1[CH3:29])([O-:32])=[O:31], predict the reactants needed to synthesize it. The reactants are: [NH:1]1[C:5]([C:6]2[CH:11]=[CH:10][C:9]([N:12]3[CH2:17][CH2:16][NH:15][CH2:14][CH2:13]3)=[CH:8][CH:7]=2)=[CH:4][CH:3]=[N:2]1.C[C:19]1([C:34](O)=O)[CH2:23][CH:22]2[CH:24]([CH3:33])[C:25]([N+:30]([O-:32])=[O:31])=[C:26]([CH3:29])[C:27]([CH3:28])=[C:21]2[O:20]1.Cl.C[N:39]([CH3:48])CCCN=C=NCC.Cl.[OH:50]N1C2C=CC=CC=2N=N1. (4) Given the product [CH3:27][O:28][C:29](=[O:38])[CH:30]([N:8]1[CH2:7][CH2:6][C:5]2[C:10](=[CH:11][C:12]([O:13][CH3:14])=[C:3]([O:2][CH3:1])[CH:4]=2)[CH:9]1[CH2:15][CH2:16][C:17]1[CH:22]=[CH:21][C:20]([C:23]([F:26])([F:25])[F:24])=[CH:19][CH:18]=1)[C:32]1[CH:33]=[CH:34][CH:35]=[CH:36][CH:37]=1, predict the reactants needed to synthesize it. The reactants are: [CH3:1][O:2][C:3]1[CH:4]=[C:5]2[C:10](=[CH:11][C:12]=1[O:13][CH3:14])[CH:9]([CH2:15][CH2:16][C:17]1[CH:22]=[CH:21][C:20]([C:23]([F:26])([F:25])[F:24])=[CH:19][CH:18]=1)[NH:8][CH2:7][CH2:6]2.[CH3:27][O:28][C:29](=[O:38])[CH:30]([C:32]1[CH:37]=[CH:36][CH:35]=[CH:34][CH:33]=1)Br.